From a dataset of TCR-epitope binding with 47,182 pairs between 192 epitopes and 23,139 TCRs. Binary Classification. Given a T-cell receptor sequence (or CDR3 region) and an epitope sequence, predict whether binding occurs between them. (1) The epitope is SLFNTVATLY. The TCR CDR3 sequence is CASSLEDWARDEQFF. Result: 0 (the TCR does not bind to the epitope). (2) The epitope is FSKQLQQSM. The TCR CDR3 sequence is CASSLEPGPITDTQYF. Result: 0 (the TCR does not bind to the epitope). (3) The epitope is KLPDDFTGCV. The TCR CDR3 sequence is CASSFGSIGGGIYNEQFF. Result: 1 (the TCR binds to the epitope). (4) The epitope is EEHVQIHTI. The TCR CDR3 sequence is CASSPGQGSYYEQYF. Result: 1 (the TCR binds to the epitope). (5) The TCR CDR3 sequence is CSVGVKNTEAFF. The epitope is NLVPMVATV. Result: 1 (the TCR binds to the epitope). (6) The epitope is FPPTSFGPL. The TCR CDR3 sequence is CATSTENTGELFF. Result: 0 (the TCR does not bind to the epitope). (7) The epitope is ILKEPVHGV. The TCR CDR3 sequence is CASSPRTIYTYEQYF. Result: 0 (the TCR does not bind to the epitope). (8) The epitope is ALSKGVHFV. The TCR CDR3 sequence is CASSQVGEADNEQFF. Result: 1 (the TCR binds to the epitope). (9) The epitope is KLVALGINAV. The TCR CDR3 sequence is CASSQTQGSSYEQYF. Result: 0 (the TCR does not bind to the epitope).